From a dataset of Forward reaction prediction with 1.9M reactions from USPTO patents (1976-2016). Predict the product of the given reaction. (1) Given the reactants [Cl:1][C:2]1[CH:7]=[CH:6][CH:5]=[C:4](Cl)[C:3]=1[CH3:9].[OH-].[K+].C1OCCOC2C(=CC=CC=2)OCCOCCOC2C(=CC=CC=2)[O:14]C1.O, predict the reaction product. The product is: [Cl:1][C:2]1[C:3]([CH3:9])=[C:4]([OH:14])[CH:5]=[CH:6][CH:7]=1. (2) Given the reactants [NH2:1][C:2]1[C:7]2=[C:8]([C:18]3[CH:19]=[CH:20][C:21]4[C:25]([CH:26]=3)=[N:24][N:23]([CH2:27][C:28]3[CH:33]=[CH:32][CH:31]=[CH:30][CH:29]=3)[CH:22]=4)[CH:9]=[C:10]([C:11]3([OH:17])[CH2:16][CH2:15][CH2:14][NH:13][CH2:12]3)[N:6]2[N:5]=[CH:4][N:3]=1.[CH3:34][N:35]([CH3:40])[CH2:36][C:37](O)=[O:38].CCN=C=NCCCN(C)C.Cl.C1C=CC2N(O)N=NC=2C=1.C(N(CC)C(C)C)(C)C, predict the reaction product. The product is: [NH2:1][C:2]1[C:7]2=[C:8]([C:18]3[CH:19]=[CH:20][C:21]4[C:25]([CH:26]=3)=[N:24][N:23]([CH2:27][C:28]3[CH:29]=[CH:30][CH:31]=[CH:32][CH:33]=3)[CH:22]=4)[CH:9]=[C:10]([C:11]3([OH:17])[CH2:16][CH2:15][CH2:14][N:13]([C:37](=[O:38])[CH2:36][N:35]([CH3:40])[CH3:34])[CH2:12]3)[N:6]2[N:5]=[CH:4][N:3]=1. (3) Given the reactants [F:1][C:2]1[CH:14]=[CH:13][C:5]([CH2:6][N:7]2[CH2:12][CH2:11][NH:10][CH2:9][CH2:8]2)=[CH:4][CH:3]=1.[Br:15][C:16]1[C:17](Cl)=[C:18]([N+:23]([O-:25])=[O:24])[C:19]([NH2:22])=[N:20][CH:21]=1, predict the reaction product. The product is: [Br:15][C:16]1[C:17]([N:10]2[CH2:11][CH2:12][N:7]([CH2:6][C:5]3[CH:13]=[CH:14][C:2]([F:1])=[CH:3][CH:4]=3)[CH2:8][CH2:9]2)=[C:18]([N+:23]([O-:25])=[O:24])[C:19]([NH2:22])=[N:20][CH:21]=1. (4) Given the reactants [NH2:1][C:2]1[CH:3]=[CH:4][C:5]2[S:10][CH2:9][C:8](=[O:11])[N:7]([CH3:12])[C:6]=2[CH:13]=1.[Cl:14][C:15]1[N:20]=[C:19](Cl)[C:18]([CH3:22])=[CH:17][N:16]=1, predict the reaction product. The product is: [Cl:14][C:15]1[N:20]=[C:19]([NH:1][C:2]2[CH:3]=[CH:4][C:5]3[S:10][CH2:9][C:8](=[O:11])[N:7]([CH3:12])[C:6]=3[CH:13]=2)[C:18]([CH3:22])=[CH:17][N:16]=1.